From a dataset of Forward reaction prediction with 1.9M reactions from USPTO patents (1976-2016). Predict the product of the given reaction. (1) Given the reactants [Cl:1][C:2]1[CH:7]=[CH:6][C:5]([C:8]2[N:9]=[C:10]([C:21]([O:23]CC3C=CC=CC=3)=[O:22])[N:11]([CH3:20])[C:12]=2[C:13]2[CH:18]=[CH:17][C:16]([Cl:19])=[CH:15][CH:14]=2)=[CH:4][CH:3]=1.[OH-].[Na+], predict the reaction product. The product is: [Cl:1][C:2]1[CH:3]=[CH:4][C:5]([C:8]2[N:9]=[C:10]([C:21]([OH:23])=[O:22])[N:11]([CH3:20])[C:12]=2[C:13]2[CH:18]=[CH:17][C:16]([Cl:19])=[CH:15][CH:14]=2)=[CH:6][CH:7]=1. (2) Given the reactants [CH3:1][C:2]1[CH:7]=[C:6]([C:8]2[CH:9]=[CH:10][C:11]3[N:18]4[CH2:19][C@H:14]([CH2:15][CH2:16][CH2:17]4)[NH:13][C:12]=3[N:20]=2)[CH:5]=[CH:4][N:3]=1.C(N(CC)CC)C.ClC(Cl)(O[C:32](=[O:38])OC(Cl)(Cl)Cl)Cl.[N:40]1[CH:45]=[CH:44][N:43]=[CH:42][C:41]=1[NH2:46], predict the reaction product. The product is: [CH3:1][C:2]1[CH:7]=[C:6]([C:8]2[CH:9]=[CH:10][C:11]3[N:18]4[CH2:19][C@H:14]([CH2:15][CH2:16][CH2:17]4)[N:13]([C:32]([NH:46][C:41]4[CH:42]=[N:43][CH:44]=[CH:45][N:40]=4)=[O:38])[C:12]=3[N:20]=2)[CH:5]=[CH:4][N:3]=1.